This data is from Reaction yield outcomes from USPTO patents with 853,638 reactions. The task is: Predict the reaction yield, written as a fraction of the theoretical maximum amount of product (1.0 means a 100% yield; for example, 0.34 means a 34% yield). (1) The reactants are [CH3:1][C:2]([C:6]1[CH:7]=[C:8]([C:13]2[N:18]=[CH:17][C:16]([CH:19]=O)=[CH:15][CH:14]=2)[CH:9]=[CH:10][C:11]=1[OH:12])([CH3:5])[CH2:3][CH3:4].N1CCCCC1.C(O)(=O)C.[S:31]1[CH2:35][C:34](=[O:36])[NH:33][C:32]1=[O:37]. The catalyst is C1(C)C=CC=CC=1. The product is [CH3:5][C:2]([C:6]1[CH:7]=[C:8]([C:13]2[N:18]=[CH:17][C:16]([CH:19]=[C:35]3[S:31][C:32](=[O:37])[NH:33][C:34]3=[O:36])=[CH:15][CH:14]=2)[CH:9]=[CH:10][C:11]=1[OH:12])([CH3:1])[CH2:3][CH3:4]. The yield is 0.860. (2) The reactants are C(=O)(O)[O-].[Na+].O.[OH:7][CH:8]1[CH2:13][CH2:12][NH:11][CH2:10][CH2:9]1.[N:14]#[C:15]Br. The catalyst is C(Cl)Cl. The product is [C:15]([N:11]1[CH2:12][CH2:13][CH:8]([OH:7])[CH2:9][CH2:10]1)#[N:14]. The yield is 0.910. (3) The reactants are O=[C:2]([CH2:20][CH2:21][C:22]1[CH:27]=[CH:26][CH:25]=[CH:24][CH:23]=1)[CH2:3][N:4]1[C:10](=O)[C:9]2[CH:12]=[CH:13][CH:14]=[CH:15][C:8]=2[NH:7][C:6]2[N:16]=[CH:17][CH:18]=[CH:19][C:5]1=2.C([O-])(=O)C.[NH4+:32]. The catalyst is C(O)(=O)C. The product is [CH2:20]([C:2]1[N:32]=[C:10]2[C:9]3[CH:12]=[CH:13][CH:14]=[CH:15][C:8]=3[NH:7][C:6]3[N:16]=[CH:17][CH:18]=[CH:19][C:5]=3[N:4]2[CH:3]=1)[CH2:21][C:22]1[CH:27]=[CH:26][CH:25]=[CH:24][CH:23]=1. The yield is 0.270. (4) The reactants are [Cl:1][C:2]1[N:10]=[C:9]2[C:5]([N:6]=[C:7]([CH:17]([NH2:19])[CH3:18])[N:8]2[CH:11]2[CH2:16][CH2:15][CH2:14][CH2:13][O:12]2)=[C:4]([N:20]2[CH2:25][CH2:24][O:23][CH2:22][CH2:21]2)[N:3]=1.C(N(CC)CC)C.[C:33](=[O:40])([O:35][C:36]([CH3:39])([CH3:38])[CH3:37])N.[C:33](=[O:40])([O:35][C:36]([CH3:39])([CH3:38])[CH3:37])N. The catalyst is C(Cl)Cl. The product is [C:36]([O:35][C:33](=[O:40])[NH:19][CH:17]([C:7]1[N:8]([CH:11]2[CH2:16][CH2:15][CH2:14][CH2:13][O:12]2)[C:9]2[C:5]([N:6]=1)=[C:4]([N:20]1[CH2:25][CH2:24][O:23][CH2:22][CH2:21]1)[N:3]=[C:2]([Cl:1])[N:10]=2)[CH3:18])([CH3:39])([CH3:38])[CH3:37]. The yield is 0.810.